Dataset: Catalyst prediction with 721,799 reactions and 888 catalyst types from USPTO. Task: Predict which catalyst facilitates the given reaction. Reactant: [Cl:1][C:2]1[C:3]([O:32][CH3:33])=[CH:4][C:5]2[O:10][CH:9]([C:11]([N:13]3[CH2:18][CH2:17][C:16]([C:27]#[N:28])([CH2:19][C:20]4[CH:25]=[CH:24][C:23]([F:26])=[CH:22][CH:21]=4)[CH2:15][CH2:14]3)=[O:12])[CH2:8][N:7]([C:29]#[N:30])[C:6]=2[CH:31]=1.[N-:34]=[N+:35]=[N-:36].[Na+].[NH4+].[Cl-]. Product: [Cl:1][C:2]1[C:3]([O:32][CH3:33])=[CH:4][C:5]2[O:10][CH:9]([C:11]([N:13]3[CH2:18][CH2:17][C:16]([CH2:19][C:20]4[CH:25]=[CH:24][C:23]([F:26])=[CH:22][CH:21]=4)([C:27]#[N:28])[CH2:15][CH2:14]3)=[O:12])[CH2:8][N:7]([C:29]3[N:34]=[N:35][NH:36][N:30]=3)[C:6]=2[CH:31]=1. The catalyst class is: 18.